The task is: Predict the reaction yield, written as a fraction of the theoretical maximum amount of product (1.0 means a 100% yield; for example, 0.34 means a 34% yield).. This data is from Reaction yield outcomes from USPTO patents with 853,638 reactions. (1) The reactants are [Cl:1][C:2]1[CH:22]=[C:21]([Cl:23])[CH:20]=[CH:19][C:3]=1[CH2:4][N:5]1[C:9]([CH2:10][CH2:11][C:12](O)=[O:13])=[CH:8][C:7]([O:15][CH:16]([CH3:18])[CH3:17])=[N:6]1.[CH3:24][S:25]([NH2:28])(=[O:27])=[O:26].N12CCCN=C1CCCCC2.Cl. The catalyst is O1CCCC1.[Cl-].[Na+].O. The product is [Cl:1][C:2]1[CH:22]=[C:21]([Cl:23])[CH:20]=[CH:19][C:3]=1[CH2:4][N:5]1[C:9]([CH2:10][CH2:11][C:12]([NH:28][S:25]([CH3:24])(=[O:27])=[O:26])=[O:13])=[CH:8][C:7]([O:15][CH:16]([CH3:18])[CH3:17])=[N:6]1. The yield is 0.860. (2) The reactants are [CH2:1]([C:5]1[O:6][C:7]2[CH:21]=[CH:20][CH:19]=[CH:18][C:8]=2[C:9]=1[CH2:10][C:11]1[CH:16]=[CH:15][C:14]([OH:17])=[CH:13][CH:12]=1)[CH2:2][CH2:3][CH3:4].Cl[S:23]([C:26]1[CH:34]=[CH:33][C:29]([C:30]([OH:32])=[O:31])=[C:28]([OH:35])[CH:27]=1)(=[O:25])=[O:24]. No catalyst specified. The product is [CH2:1]([C:5]1[O:6][C:7]2[CH:21]=[CH:20][CH:19]=[CH:18][C:8]=2[C:9]=1[CH2:10][C:11]1[CH:12]=[CH:13][C:14]([O:17][S:23]([C:26]2[CH:34]=[CH:33][C:29]([C:30]([OH:32])=[O:31])=[C:28]([OH:35])[CH:27]=2)(=[O:25])=[O:24])=[CH:15][CH:16]=1)[CH2:2][CH2:3][CH3:4]. The yield is 0.860. (3) The reactants are [CH:1]1([N:4]2[C:13]3[C:8](=[CH:9][CH:10]=[CH:11][CH:12]=3)[N:7]([C:14]([C:16]3[CH:17]=[N:18][CH:19]=[CH:20][C:21]=3[O:22][C:23]3[CH:28]=[C:27]([Cl:29])[CH:26]=[CH:25][C:24]=3[Cl:30])=[O:15])[CH2:6][CH2:5]2)[CH2:3][CH2:2]1.[Cl:31]C1C=CC=C(C(OO)=O)C=1.C[Si](C)(C)N[Si](C)(C)C.ClC(OC)=O.C(=O)(O)[O-].[Na+]. The catalyst is ClCCl. The product is [Cl:31][C:11]1[CH:12]=[C:13]2[C:8](=[CH:9][CH:10]=1)[N:7]([C:14]([C:16]1[CH:17]=[N:18][CH:19]=[CH:20][C:21]=1[O:22][C:23]1[CH:28]=[C:27]([Cl:29])[CH:26]=[CH:25][C:24]=1[Cl:30])=[O:15])[CH2:6][CH2:5][N:4]2[CH:1]1[CH2:2][CH2:3]1. The yield is 0.310. (4) The reactants are [C:1]([O:5][C:6]([N:8]1[CH2:13][CH2:12][CH:11]([CH2:14][C:15]([OH:17])=O)[CH2:10][CH2:9]1)=[O:7])([CH3:4])([CH3:3])[CH3:2].C(Cl)(=O)C(Cl)=O.[NH2:24][C:25]1[CH:26]=[N:27][CH:28]=[C:29]([Br:31])[CH:30]=1.CCN(C(C)C)C(C)C.C([O-])(O)=O.[Na+]. The catalyst is C(Cl)Cl.CN(C1C=CN=CC=1)C.CN(C=O)C. The product is [Br:31][C:29]1[CH:30]=[C:25]([NH:24][C:15](=[O:17])[CH2:14][CH:11]2[CH2:10][CH2:9][N:8]([C:6]([O:5][C:1]([CH3:2])([CH3:3])[CH3:4])=[O:7])[CH2:13][CH2:12]2)[CH:26]=[N:27][CH:28]=1. The yield is 0.507. (5) The reactants are [NH2:1][C@:2]12[CH2:37][CH2:36][C@@H:35]([C:38]([CH3:40])=[CH2:39])[C@@H:3]1[C@@H:4]1[C@@:17]([CH3:20])([CH2:18][CH2:19]2)[C@@:16]2([CH3:21])[C@@H:7]([C@:8]3([CH3:34])[C@@H:13]([CH2:14][CH2:15]2)[C:12]([CH3:23])([CH3:22])[C:11]([C:24]2[CH:33]=[CH:32][C:27]([C:28]([O:30]C)=[O:29])=[CH:26][CH:25]=2)=[CH:10][CH2:9]3)[CH2:6][CH2:5]1.CN(C)CCC(N[C@]12CC[C@@H](C(C)=C)[C@@H]1[C@@H]1[C@@](C)(CC2)[C@@]2(C)[C@@H]([C@]3(C)[C@@H](CC2)C(C)(C)C(C2C=CC(C(O)=O)=CC=2)=CC3)CC1)=O.[CH:87]1([NH:93][C:94](=[O:98])[C:95](O)=[O:96])[CH2:92][CH2:91][CH2:90][CH2:89][CH2:88]1. No catalyst specified. The product is [CH:87]1([NH:93][C:94](=[O:98])[C:95]([NH:1][C@:2]23[CH2:37][CH2:36][C@@H:35]([C:38]([CH3:40])=[CH2:39])[C@@H:3]2[C@@H:4]2[C@@:17]([CH3:20])([CH2:18][CH2:19]3)[C@@:16]3([CH3:21])[C@@H:7]([C@:8]4([CH3:34])[C@@H:13]([CH2:14][CH2:15]3)[C:12]([CH3:22])([CH3:23])[C:11]([C:24]3[CH:33]=[CH:32][C:27]([C:28]([OH:30])=[O:29])=[CH:26][CH:25]=3)=[CH:10][CH2:9]4)[CH2:6][CH2:5]2)=[O:96])[CH2:92][CH2:91][CH2:90][CH2:89][CH2:88]1. The yield is 0.400.